From a dataset of Full USPTO retrosynthesis dataset with 1.9M reactions from patents (1976-2016). Predict the reactants needed to synthesize the given product. (1) The reactants are: [F:1][C:2]([F:28])([F:27])[C:3]1[CH:4]=[CH:5][C:6]2[N:10]=[C:9]([C:11]3[CH:15]=[C:14]([C@H:16]([NH:18]C(=O)OC(C)(C)C)[CH3:17])[O:13][N:12]=3)[NH:8][C:7]=2[CH:26]=1. Given the product [F:28][C:2]([F:1])([F:27])[C:3]1[CH:4]=[CH:5][C:6]2[N:10]=[C:9]([C:11]3[CH:15]=[C:14]([C@H:16]([NH2:18])[CH3:17])[O:13][N:12]=3)[NH:8][C:7]=2[CH:26]=1, predict the reactants needed to synthesize it. (2) Given the product [CH3:16][C:17]([CH3:49])([CH3:48])[CH:18]([C:33]1[CH:34]=[CH:35][C:36]([C:37]([NH:39][CH:40]2[CH2:45][CH2:44][N:43]([CH2:2][CH2:3][F:4])[CH2:42][CH2:41]2)=[O:38])=[CH:46][CH:47]=1)[C:19]1[CH:24]=[CH:23][C:22]([O:25][CH2:26][C:27]2[CH:32]=[CH:31][CH:30]=[CH:29][N:28]=2)=[CH:21][CH:20]=1, predict the reactants needed to synthesize it. The reactants are: Br[CH2:2][CH2:3][F:4].C(N(CC)C(C)C)(C)C.[I-].[K+].[CH3:16][C:17]([CH3:49])([CH3:48])[CH:18]([C:33]1[CH:47]=[CH:46][C:36]([C:37]([NH:39][CH:40]2[CH2:45][CH2:44][NH:43][CH2:42][CH2:41]2)=[O:38])=[CH:35][CH:34]=1)[C:19]1[CH:24]=[CH:23][C:22]([O:25][CH2:26][C:27]2[CH:32]=[CH:31][CH:30]=[CH:29][N:28]=2)=[CH:21][CH:20]=1. (3) Given the product [CH3:9][CH:8]([N:10]1[C:14]([C:15]2[CH2:20][CH2:19][CH2:18][CH2:17][C:16]=2[CH2:21][OH:22])=[CH:13][CH:12]=[N:11]1)[CH3:7], predict the reactants needed to synthesize it. The reactants are: [H-].[H-].[H-].[H-].[Li+].[Al+3].[CH3:7][CH:8]([N:10]1[C:14]([C:15]2[CH2:20][CH2:19][CH2:18][CH2:17][C:16]=2[C:21](OCC)=[O:22])=[CH:13][CH:12]=[N:11]1)[CH3:9]. (4) Given the product [CH3:1][C:2]1[CH:7]=[CH:6][C:5]([S:8]([O:11][CH2:12][CH:13]2[CH2:17][C:16]3[C:18]([C:23]4[CH:28]=[CH:27][CH:26]=[CH:25][CH:24]=4)=[CH:19][CH:20]=[CH:21][C:15]=3[O:14]2)(=[O:10])=[O:9])=[CH:4][CH:3]=1, predict the reactants needed to synthesize it. The reactants are: [CH3:1][C:2]1[CH:7]=[CH:6][C:5]([S:8]([O:11][CH2:12][CH:13]2[CH2:17][C:16]3[C:18](Br)=[CH:19][CH:20]=[CH:21][C:15]=3[O:14]2)(=[O:10])=[O:9])=[CH:4][CH:3]=1.[C:23]1(B(O)O)[CH:28]=[CH:27][CH:26]=[CH:25][CH:24]=1.C(=O)([O-])[O-].[K+].[K+]. (5) Given the product [O:36]=[C:26]1[N:25]([CH:22]2[CH2:21][CH2:20][N:19]([C:39]([NH:1][C@H:2]([CH2:8][C:9]3[CH:18]=[CH:17][C:16]4[CH2:15][CH2:14][CH2:13][CH2:12][C:11]=4[CH:10]=3)[C:3]([O:5][CH2:6][CH3:7])=[O:4])=[O:40])[CH2:24][CH2:23]2)[CH2:31][CH2:30][C:29]2[CH:32]=[CH:33][CH:34]=[CH:35][C:28]=2[NH:27]1, predict the reactants needed to synthesize it. The reactants are: [NH2:1][C@H:2]([CH2:8][C:9]1[CH:18]=[CH:17][C:16]2[CH2:15][CH2:14][CH2:13][CH2:12][C:11]=2[CH:10]=1)[C:3]([O:5][CH2:6][CH3:7])=[O:4].[NH:19]1[CH2:24][CH2:23][CH:22]([N:25]2[CH2:31][CH2:30][C:29]3[CH:32]=[CH:33][CH:34]=[CH:35][C:28]=3[NH:27][C:26]2=[O:36])[CH2:21][CH2:20]1.C1C[O:40][CH2:39]C1. (6) Given the product [NH2:1][C:4]1[CH:9]=[CH:8][C:7]([C:10]2[CH:15]=[CH:14][CH:13]=[C:12]([C:16]([OH:18])=[O:17])[CH:11]=2)=[CH:6][C:5]=1[NH:19][C:20]1[CH:21]=[CH:22][CH:23]=[CH:24][CH:25]=1, predict the reactants needed to synthesize it. The reactants are: [N+:1]([C:4]1[CH:9]=[CH:8][C:7]([C:10]2[CH:15]=[CH:14][CH:13]=[C:12]([C:16]([OH:18])=[O:17])[CH:11]=2)=[CH:6][C:5]=1[NH:19][C:20]1[CH:25]=[CH:24][CH:23]=[CH:22][CH:21]=1)([O-])=O.CO. (7) Given the product [O:1]=[C:2]1[CH2:6][CH2:5][CH:4]([C:7]([O:9][CH3:10])=[O:8])[CH2:3]1, predict the reactants needed to synthesize it. The reactants are: [O:1]=[C:2]1[CH2:6][CH2:5][CH:4]([C:7]([OH:9])=[O:8])[CH2:3]1.[C:10](=O)([O-])[O-].[K+].[K+].IC.